From a dataset of Forward reaction prediction with 1.9M reactions from USPTO patents (1976-2016). Predict the product of the given reaction. (1) Given the reactants C[O-].[Na+].[N+:4]([CH:7]1[CH2:12][CH2:11][CH2:10][CH2:9][CH2:8]1)([O-:6])=[O:5].[Cl:13][C:14]1[CH:15]=[C:16]([CH:19]=[C:20]([Cl:22])[CH:21]=1)[CH:17]=[O:18].C(O)(=O)C, predict the reaction product. The product is: [Cl:13][C:14]1[CH:15]=[C:16]([CH:17]([C:7]2([N+:4]([O-:6])=[O:5])[CH2:12][CH2:11][CH2:10][CH2:9][CH2:8]2)[OH:18])[CH:19]=[C:20]([Cl:22])[CH:21]=1. (2) The product is: [C:27]([C:31]1[CH:36]=[CH:35][C:34]([CH:21]([OH:22])[C:20]2[C:8]([C:5]3[CH:6]=[CH:7][C:2]([F:1])=[CH:3][CH:4]=3)=[C:9]3[C:17](=[CH:18][C:19]=2[CH:23]([CH3:24])[CH3:25])[O:16][C:12]2([CH2:15][CH2:14][CH2:13]2)[CH2:11][C:10]3=[O:26])=[CH:33][CH:32]=1)([CH3:30])([CH3:29])[CH3:28]. Given the reactants [F:1][C:2]1[CH:7]=[CH:6][C:5]([C:8]2[C:20]([CH:21]=[O:22])=[C:19]([CH:23]([CH3:25])[CH3:24])[CH:18]=[C:17]3[C:9]=2[C:10](=[O:26])[CH2:11][C:12]2([O:16]3)[CH2:15][CH2:14][CH2:13]2)=[CH:4][CH:3]=1.[C:27]([C:31]1[CH:36]=[CH:35][C:34]([Mg]Br)=[CH:33][CH:32]=1)([CH3:30])([CH3:29])[CH3:28].[Cl-].[NH4+], predict the reaction product. (3) Given the reactants [CH3:1][N:2]([CH2:15][C:16]#[CH:17])[C:3]([C:5]1[CH:10]=[CH:9][C:8]([S:11](Cl)(=[O:13])=[O:12])=[CH:7][CH:6]=1)=[O:4].[C:18]1(C(O)C)[C:27]2[C:22](=[CH:23][CH:24]=[CH:25][CH:26]=2)[CH:21]=[CH:20][CH:19]=1.C(N([CH2:36][CH3:37])CC)C.C[OH:39], predict the reaction product. The product is: [CH3:1][N:2]([CH2:15][C:16]#[CH:17])[C:3]([C:5]1[CH:10]=[CH:9][C:8]([S:11]([O:39][CH2:36][CH2:37][C:20]2[CH:19]=[CH:18][C:27]3[C:22](=[CH:23][CH:24]=[CH:25][CH:26]=3)[CH:21]=2)(=[O:13])=[O:12])=[CH:7][CH:6]=1)=[O:4]. (4) Given the reactants Cl[C:2]1[CH:7]=[C:6]([C:8]2[CH:13]=[CH:12][CH:11]=[C:10]([CH3:14])[C:9]=2[CH3:15])[N:5]=[C:4]([NH2:16])[N:3]=1.[NH:17]1[C:25]2[C:20](=[CH:21][CH:22]=[C:23]([CH2:26][NH2:27])[CH:24]=2)[CH:19]=[N:18]1.CCN(CC)CC.C(O)CCC, predict the reaction product. The product is: [CH3:15][C:9]1[C:10]([CH3:14])=[CH:11][CH:12]=[CH:13][C:8]=1[C:6]1[N:5]=[C:4]([NH2:16])[N:3]=[C:2]([NH:27][CH2:26][C:23]2[CH:24]=[C:25]3[C:20]([CH:19]=[N:18][NH:17]3)=[CH:21][CH:22]=2)[CH:7]=1. (5) Given the reactants [OH:1][C:2]([C:5]([OH:8])([CH3:7])[CH3:6])([CH3:4])[CH3:3].[CH3:9][O:10][C:11]1[CH:16]=[CH:15][C:14](Br)=[CH:13][C:12]=1[OH:18].CCN(CC)CC.[B:26]([O-])([O-])[O-], predict the reaction product. The product is: [CH3:9][O:10][C:11]1[CH:16]=[CH:15][C:14]([B:26]2[O:8][C:5]([CH3:7])([CH3:6])[C:2]([CH3:4])([CH3:3])[O:1]2)=[CH:13][C:12]=1[OH:18]. (6) The product is: [CH3:1][O:2][C:3]1[CH:4]=[C:5]2[C:10](=[CH:11][CH:12]=1)[C:9]([O:13][C:26]1[CH:33]=[CH:32][C:29]([CH:30]=[O:31])=[CH:28][CH:27]=1)=[C:8]([C:14]1[CH:15]=[CH:16][CH:17]=[CH:18][CH:19]=1)[C:7]([CH2:20][CH2:21][CH2:22][CH2:23][CH3:24])=[CH:6]2. Given the reactants [CH3:1][O:2][C:3]1[CH:4]=[C:5]2[C:10](=[CH:11][CH:12]=1)[C:9]([OH:13])=[C:8]([C:14]1[CH:19]=[CH:18][CH:17]=[CH:16][CH:15]=1)[C:7]([CH2:20][CH2:21][CH2:22][CH2:23][CH3:24])=[CH:6]2.F[C:26]1[CH:33]=[CH:32][C:29]([CH:30]=[O:31])=[CH:28][CH:27]=1.C([O-])([O-])=O.[Cs+].[Cs+], predict the reaction product. (7) Given the reactants [Cl:1][C:2]1[CH:25]=[CH:24][C:5]([CH2:6][N:7]2[C:11]([CH3:12])=[C:10]([C:13]3[CH:18]=[CH:17][C:16]([C:19]#[N:20])=[CH:15][CH:14]=3)[C:9]([C:21]#[N:22])=[C:8]2[CH3:23])=[CH:4][C:3]=1[CH2:26][OH:27].[C:28]1(=[O:34])[O:33][C:31](=[O:32])[CH2:30][CH2:29]1.C(O)(=O)CC(CC(O)=O)(C(O)=O)O, predict the reaction product. The product is: [Cl:1][C:2]1[CH:25]=[CH:24][C:5]([CH2:6][N:7]2[C:11]([CH3:12])=[C:10]([C:13]3[CH:14]=[CH:15][C:16]([C:19]#[N:20])=[CH:17][CH:18]=3)[C:9]([C:21]#[N:22])=[C:8]2[CH3:23])=[CH:4][C:3]=1[CH2:26][O:27][C:28](=[O:34])[CH2:29][CH2:30][C:31]([OH:33])=[O:32].